Predict which catalyst facilitates the given reaction. From a dataset of Catalyst prediction with 721,799 reactions and 888 catalyst types from USPTO. (1) Reactant: [N:1]1([CH2:4][C@:5]23[CH2:43][CH2:42][C@@H:41]([C:44]([CH3:46])=[CH2:45])[C@@H:6]2[C@@H:7]2[C@@:20]([CH3:23])([CH2:21][CH2:22]3)[C@@:19]3([CH3:24])[C@@H:10]([C@:11]4([CH3:40])[C@@H:16]([CH2:17][CH2:18]3)[C:15]([CH3:26])([CH3:25])[C:14]([C:27]3[CH:39]=[CH:38][C:30]([C:31]([O:33]C(C)(C)C)=[O:32])=[CH:29][CH:28]=3)=[CH:13][CH2:12]4)[CH2:9][CH2:8]2)[CH2:3][CH2:2]1.C(O)(C(F)(F)F)=O. The catalyst class is: 2. Product: [N:1]1([CH2:4][C@:5]23[CH2:43][CH2:42][C@@H:41]([C:44]([CH3:46])=[CH2:45])[C@@H:6]2[C@@H:7]2[C@@:20]([CH3:23])([CH2:21][CH2:22]3)[C@@:19]3([CH3:24])[C@@H:10]([C@:11]4([CH3:40])[C@@H:16]([CH2:17][CH2:18]3)[C:15]([CH3:25])([CH3:26])[C:14]([C:27]3[CH:28]=[CH:29][C:30]([C:31]([OH:33])=[O:32])=[CH:38][CH:39]=3)=[CH:13][CH2:12]4)[CH2:9][CH2:8]2)[CH2:2][CH2:3]1. (2) Reactant: [F:1][C:2]([F:19])([F:18])[C:3]1[CH:8]=[CH:7][C:6]([S:9][C:10]2[CH:11]=[C:12]([CH:15]=[CH:16][CH:17]=2)[CH:13]=[O:14])=[CH:5][CH:4]=1.[BH4-].[Na+]. Product: [F:18][C:2]([F:1])([F:19])[C:3]1[CH:8]=[CH:7][C:6]([S:9][C:10]2[CH:11]=[C:12]([CH2:13][OH:14])[CH:15]=[CH:16][CH:17]=2)=[CH:5][CH:4]=1. The catalyst class is: 5. (3) Reactant: C[O:2][C:3]([C:5]1[CH:10]=[CH:9][C:8]([C:11]2[CH:16]=[C:15]([NH:17][C:18](=[O:26])[C:19]3[CH:24]=[CH:23][N:22]=[C:21]([Cl:25])[CH:20]=3)[CH:14]=[CH:13][C:12]=2[CH3:27])=[CH:7][CH:6]=1)=[O:4].[Cl:25][C:21]1[CH:20]=[C:19]([CH:24]=[CH:23][N:22]=1)[C:18]([NH:17][C:15]1[CH:14]=[CH:13][C:12]([CH3:27])=[C:11]([C:8]2[CH:9]=[CH:10][C:5]([C:3]([OH:2])=[O:4])=[CH:6][CH:7]=2)[CH:16]=1)=[O:26].O.[OH-].[Li+].C1COCC1.Cl. Product: [Cl:25][C:21]1[CH:20]=[C:19]([CH:24]=[CH:23][N:22]=1)[C:18]([NH:17][C:15]1[CH:14]=[CH:13][C:12]([CH3:27])=[C:11]([C:8]2[CH:7]=[CH:6][C:5]([C:3]([OH:4])=[O:2])=[CH:10][CH:9]=2)[CH:16]=1)=[O:26]. The catalyst class is: 6. (4) Reactant: [CH3:1][O:2][C:3](=[O:18])[C:4]1[CH:16]=[C:15](Br)[CH:14]=[C:6]([C:7]([N:9]([CH3:13])[CH2:10][CH2:11][CH3:12])=[O:8])[CH:5]=1.[C:19](C1C=C(C)C=C(C(C)(C)C)C=1O)(C)(C)[CH3:20].C(C([Sn])=C(CCCC)CCCC)CCC. Product: [CH3:1][O:2][C:3](=[O:18])[C:4]1[CH:16]=[C:15]([CH:19]=[CH2:20])[CH:14]=[C:6]([C:7]([N:9]([CH3:13])[CH2:10][CH2:11][CH3:12])=[O:8])[CH:5]=1. The catalyst class is: 101. (5) Reactant: [Si:1]([O:18][CH2:19][CH2:20][CH2:21][NH:22][CH2:23][C:24]1[CH:30]=[CH:29][CH:28]=[CH:27][C:25]=1[NH2:26])([C:14]([CH3:17])([CH3:16])[CH3:15])([C:8]1[CH:13]=[CH:12][CH:11]=[CH:10][CH:9]=1)[C:2]1[CH:7]=[CH:6][CH:5]=[CH:4][CH:3]=1.[S:31](N)(N)(=[O:33])=[O:32]. Product: [Si:1]([O:18][CH2:19][CH2:20][CH2:21][N:22]1[CH2:23][C:24]2[CH:30]=[CH:29][CH:28]=[CH:27][C:25]=2[NH:26][S:31]1(=[O:33])=[O:32])([C:14]([CH3:15])([CH3:16])[CH3:17])([C:2]1[CH:3]=[CH:4][CH:5]=[CH:6][CH:7]=1)[C:8]1[CH:13]=[CH:12][CH:11]=[CH:10][CH:9]=1. The catalyst class is: 270. (6) Reactant: [NH2:1][CH2:2][C:3]1[C:8]([CH2:9][CH3:10])=[N:7][C:6]2[N:11]([CH2:14][CH3:15])[N:12]=[CH:13][C:5]=2[C:4]=1[NH:16][CH:17]1[CH2:22][CH2:21][O:20][CH2:19][CH2:18]1.[Cl:23][CH2:24][CH2:25][CH2:26][CH2:27][C:28](Cl)=[O:29].CCN(C(C)C)C(C)C. Product: [Cl:23][CH2:24][CH2:25][CH2:26][CH2:27][C:28]([NH:1][CH2:2][C:3]1[C:4]([NH:16][CH:17]2[CH2:18][CH2:19][O:20][CH2:21][CH2:22]2)=[C:5]2[CH:13]=[N:12][N:11]([CH2:14][CH3:15])[C:6]2=[N:7][C:8]=1[CH2:9][CH3:10])=[O:29]. The catalyst class is: 245. (7) Reactant: [CH:1]1([CH2:4][CH2:5][NH:6][C:7]([C:9]2[N:10]=[N:11][C:12]([N:15]3[CH2:20][CH:19]4[CH:17]([CH:18]4[N:21](CC4C=CC=CC=4)CC4C=CC=CC=4)[CH2:16]3)=[CH:13][CH:14]=2)=[O:8])[CH2:3][CH2:2]1. Product: [CH:1]1([CH2:4][CH2:5][NH:6][C:7]([C:9]2[N:10]=[N:11][C:12]([N:15]3[CH2:16][CH:17]4[CH:19]([CH:18]4[NH2:21])[CH2:20]3)=[CH:13][CH:14]=2)=[O:8])[CH2:3][CH2:2]1. The catalyst class is: 19.